This data is from TCR-epitope binding with 47,182 pairs between 192 epitopes and 23,139 TCRs. The task is: Binary Classification. Given a T-cell receptor sequence (or CDR3 region) and an epitope sequence, predict whether binding occurs between them. (1) The epitope is RPRGEVRFL. The TCR CDR3 sequence is CASRPQGRDNEQFF. Result: 1 (the TCR binds to the epitope). (2) The epitope is QIKVRVKMV. The TCR CDR3 sequence is CASSLIDTQYF. Result: 0 (the TCR does not bind to the epitope). (3) The epitope is SSTFNVPMEKLK. The TCR CDR3 sequence is CASSIVTGAYNEQFF. Result: 0 (the TCR does not bind to the epitope). (4) The epitope is YFPLQSYGF. The TCR CDR3 sequence is CASSTKRTVGDTQYF. Result: 0 (the TCR does not bind to the epitope).